This data is from Forward reaction prediction with 1.9M reactions from USPTO patents (1976-2016). The task is: Predict the product of the given reaction. (1) Given the reactants [OH:1][B:2]1[C:6]2[CH:7]=[C:8]([OH:12])[CH:9]=[C:10]([CH3:11])[C:5]=2[CH:4]([CH2:13][C:14]([O:16][CH2:17][CH3:18])=[O:15])[O:3]1.[Cl:19][C:20]1[CH:25]=[CH:24][N:23]=[C:22]([N+]([O-])=O)[CH:21]=1.C(=O)([O-])[O-].[Cs+].[Cs+], predict the reaction product. The product is: [Cl:19][C:20]1[CH:25]=[CH:24][N:23]=[C:22]([O:12][C:8]2[CH:9]=[C:10]([CH3:11])[C:5]3[CH:4]([CH2:13][C:14]([O:16][CH2:17][CH3:18])=[O:15])[O:3][B:2]([OH:1])[C:6]=3[CH:7]=2)[CH:21]=1. (2) Given the reactants [CH3:1][C:2]1[O:3][CH:4]=[CH:5][C:6]=1/[CH:7]=[CH:8]/[C:9]([OH:11])=O.S(Cl)([Cl:14])=O, predict the reaction product. The product is: [CH3:1][C:2]1[O:3][CH:4]=[CH:5][C:6]=1/[CH:7]=[CH:8]/[C:9]([Cl:14])=[O:11]. (3) Given the reactants F[C:2]1[CH:9]=[C:8]([O:10][CH3:11])[CH:7]=[CH:6][C:3]=1[C:4]#[N:5].[OH:12][C:13]1[C:14]([O:21][CH3:22])=[C:15]([CH:18]=[CH:19][CH:20]=1)[CH:16]=[O:17].C(=O)([O-])[O-].[Cs+].[Cs+].[OH-].[Na+], predict the reaction product. The product is: [CH:16]([C:15]1[C:14]([O:21][CH3:22])=[C:13]([CH:20]=[CH:19][CH:18]=1)[O:12][C:2]1[CH:9]=[C:8]([O:10][CH3:11])[CH:7]=[CH:6][C:3]=1[C:4]#[N:5])=[O:17]. (4) Given the reactants C(O)=O.[CH3:4][N:5]([CH3:36])[C:6](=[O:35])[O:7][C:8]1[CH:13]=[CH:12][C:11]([CH2:14][NH:15][C:16]([N:18]2[CH2:23][CH2:22][CH:21]([NH:24][C:25]3[CH:30]=[CH:29][C:28]([CH2:31][CH2:32][NH2:33])=[CH:27][CH:26]=3)[CH2:20][CH2:19]2)=[O:17])=[C:10]([F:34])[CH:9]=1.C([Si]([O:54][C:55]1[CH:60]=[CH:59][C:58]([O:61][CH2:62][CH:63]2[CH2:65][O:64]2)=[CH:57][CH:56]=1)(C1C=CC=CC=1)C1C=CC=CC=1)(C)(C)C, predict the reaction product. The product is: [F:34][C:10]1[CH:9]=[C:8]([O:7][C:6](=[O:35])[N:5]([CH3:4])[CH3:36])[CH:13]=[CH:12][C:11]=1[CH2:14][NH:15][C:16]([N:18]1[CH2:19][CH2:20][CH:21]([NH:24][C:25]2[CH:26]=[CH:27][C:28]([CH2:31][CH2:32][NH:33][CH2:65][C@H:63]([OH:64])[CH2:62][O:61][C:58]3[CH:59]=[CH:60][C:55]([OH:54])=[CH:56][CH:57]=3)=[CH:29][CH:30]=2)[CH2:22][CH2:23]1)=[O:17]. (5) Given the reactants [CH3:1][CH:2]([S:4]([NH2:7])(=[O:6])=[O:5])[CH3:3].CCN(C(C)C)C(C)C.Cl[C:18]([C:20]1[CH:25]=[CH:24][C:23]([C:26]2[C:27]([CH3:64])([CH3:63])[C@H:28]3[C@:41]([CH3:44])([CH2:42][CH:43]=2)[CH:40]2[C@:31]([CH3:62])([C@@:32]4([CH3:61])[C@H:37]([CH2:38][CH2:39]2)[C@H:36]2[C@H:45]([C:48]([CH3:50])=[CH2:49])[CH2:46][CH2:47][C@:35]2([C:51]([O:53]CC2C=CC=CC=2)=[O:52])[CH2:34][CH2:33]4)[CH2:30][CH2:29]3)=[CH:22][CH:21]=1)=[O:19], predict the reaction product. The product is: [CH:2]([S:4]([NH:7][C:18]([C:20]1[CH:25]=[CH:24][C:23]([C:26]2[C:27]([CH3:64])([CH3:63])[C@H:28]3[C@:41]([CH3:44])([CH2:42][CH:43]=2)[CH:40]2[C@:31]([CH3:62])([C@@:32]4([CH3:61])[C@H:37]([CH2:38][CH2:39]2)[C@H:36]2[C@H:45]([C:48]([CH3:50])=[CH2:49])[CH2:46][CH2:47][C@:35]2([C:51]([OH:53])=[O:52])[CH2:34][CH2:33]4)[CH2:30][CH2:29]3)=[CH:22][CH:21]=1)=[O:19])(=[O:6])=[O:5])([CH3:3])[CH3:1]. (6) Given the reactants FC(F)(F)C(O)=O.[NH2:8][C:9]1[N:17]=[CH:16][N:15]=[C:14]2[C:10]=1[N:11]=[CH:12][N:13]2[C@H:18]1[C@@H:22]2[O:23]C(C)(C)[O:25][C@@H:21]2[C@H:20]([CH2:28][N:29]([CH3:47])[CH2:30][CH2:31][CH2:32][NH:33][C:34]([NH:36][C:37]2[CH:42]=[CH:41][C:40]([C:43]([CH3:46])([CH3:45])[CH3:44])=[CH:39][CH:38]=2)=[O:35])[CH2:19]1.[ClH:48].CC#N, predict the reaction product. The product is: [ClH:48].[NH2:8][C:9]1[N:17]=[CH:16][N:15]=[C:14]2[C:10]=1[N:11]=[CH:12][N:13]2[C@@H:18]1[CH2:19][C@@H:20]([CH2:28][N:29]([CH3:47])[CH2:30][CH2:31][CH2:32][NH:33][C:34]([NH:36][C:37]2[CH:38]=[CH:39][C:40]([C:43]([CH3:45])([CH3:46])[CH3:44])=[CH:41][CH:42]=2)=[O:35])[C@@H:21]([OH:25])[C@H:22]1[OH:23]. (7) Given the reactants Cl.Cl.[N:3]12[CH2:11][CH2:10][CH:7]([CH2:8][CH2:9]1)[NH:6][CH2:5][CH2:4]2.[Br:12][C:13]1[C:14]([C:18](O)=[O:19])=[N:15][NH:16][CH:17]=1, predict the reaction product. The product is: [Br:12][C:13]1[C:14]([C:18]([N:6]2[CH:7]3[CH2:10][CH2:11][N:3]([CH2:9][CH2:8]3)[CH2:4][CH2:5]2)=[O:19])=[N:15][NH:16][CH:17]=1. (8) The product is: [Br:1][C:2]1[CH:7]=[C:6]([F:8])[C:5]([O:9][Si:20]([C:16]([CH3:19])([CH3:18])[CH3:17])([CH3:22])[CH3:21])=[C:4]([F:10])[CH:3]=1. Given the reactants [Br:1][C:2]1[CH:7]=[C:6]([F:8])[C:5]([OH:9])=[C:4]([F:10])[CH:3]=1.N1C=CN=C1.[C:16]([Si:20](Cl)([CH3:22])[CH3:21])([CH3:19])([CH3:18])[CH3:17], predict the reaction product. (9) Given the reactants C(OC([NH:11][C@H:12]([C:19]1[CH:20]=[C:21]([NH:25][C:26]([O:28][CH2:29][CH2:30][C:31]2[CH:36]=[CH:35][C:34]([CH:37]([NH:41][C:42]3[CH:43]=[C:44]4[C:49](=[CH:50][CH:51]=3)[C:48]([N:52]([C:60]([O:62][C:63]([CH3:66])([CH3:65])[CH3:64])=[O:61])[C:53]([O:55][C:56]([CH3:59])([CH3:58])[CH3:57])=[O:54])=[N:47][CH:46]=[CH:45]4)[C:38]([OH:40])=[O:39])=[CH:33][C:32]=2[CH3:67])=[O:27])[CH:22]=[CH:23][CH:24]=1)[CH2:13][C:14]([O:16][CH2:17][CH3:18])=[O:15])=O)C1C=CC=CC=1, predict the reaction product. The product is: [NH2:11][C@H:12]([C:19]1[CH:20]=[C:21]([NH:25][C:26]([O:28][CH2:29][CH2:30][C:31]2[CH:36]=[CH:35][C:34]([CH:37]([NH:41][C:42]3[CH:43]=[C:44]4[C:49](=[CH:50][CH:51]=3)[C:48]([N:52]([C:53]([O:55][C:56]([CH3:59])([CH3:58])[CH3:57])=[O:54])[C:60]([O:62][C:63]([CH3:66])([CH3:64])[CH3:65])=[O:61])=[N:47][CH:46]=[CH:45]4)[C:38]([OH:40])=[O:39])=[CH:33][C:32]=2[CH3:67])=[O:27])[CH:22]=[CH:23][CH:24]=1)[CH2:13][C:14]([O:16][CH2:17][CH3:18])=[O:15].